This data is from Forward reaction prediction with 1.9M reactions from USPTO patents (1976-2016). The task is: Predict the product of the given reaction. (1) Given the reactants [C:1](#[N:4])[CH2:2][CH3:3].[Li+].C[Si]([N-][Si](C)(C)C)(C)C.[CH3:15][N:16]1[CH:20]=[C:19]([C:21](OCC)=[O:22])[N:18]=[CH:17]1, predict the reaction product. The product is: [CH3:3][CH:2]([C:21]([C:19]1[N:18]=[CH:17][N:16]([CH3:15])[CH:20]=1)=[O:22])[C:1]#[N:4]. (2) Given the reactants [C:1]([O:5][C:6]([N:8]1[CH2:13][CH2:12][NH:11][C:10](=[O:14])[CH2:9]1)=[O:7])([CH3:4])([CH3:3])[CH3:2].[H-].[Na+].[CH:17]1([C@@H:23]([NH:25][C:26]([C:28]2[C:37]3[C:32](=[CH:33][CH:34]=[CH:35][CH:36]=3)[N:31]=[C:30]([C:38]3[S:39][CH:40]=[CH:41][CH:42]=3)[C:29]=2[CH2:43]Br)=[O:27])[CH3:24])[CH2:22][CH2:21][CH2:20][CH2:19][CH2:18]1, predict the reaction product. The product is: [C:1]([O:5][C:6]([N:8]1[CH2:13][CH2:12][N:11]([CH2:43][C:29]2[C:30]([C:38]3[S:39][CH:40]=[CH:41][CH:42]=3)=[N:31][C:32]3[C:37]([C:28]=2[C:26](=[O:27])[NH:25][C@H:23]([CH:17]2[CH2:22][CH2:21][CH2:20][CH2:19][CH2:18]2)[CH3:24])=[CH:36][CH:35]=[CH:34][CH:33]=3)[C:10](=[O:14])[CH2:9]1)=[O:7])([CH3:4])([CH3:2])[CH3:3]. (3) Given the reactants [F:1][C:2]1([F:42])[C@@H:7]([O:8][C:9]2[CH:16]=[CH:15][C:14]([C:17]3[N:22]=[C:21]([NH:23][C:24]4[CH:29]=[CH:28][C:27]([N:30]5[CH2:35][CH2:34][N:33]([CH:36]6[CH2:39][O:38][CH2:37]6)[CH2:32][CH2:31]5)=[C:26]([O:40][CH3:41])[CH:25]=4)[N:20]=[CH:19][N:18]=3)=[CH:13][C:10]=2[C:11]#[N:12])[CH2:6][CH2:5][NH:4][CH2:3]1.C(N(C(C)C)CC)(C)C.[OH:52][C@@H:53]([CH2:57][OH:58])[C:54](O)=[O:55].F[P-](F)(F)(F)(F)F.CN(C(N(C)C)=[N+]1C2C(=NC=CC=2)[N+]([O-])=N1)C.CN(C(ON1N=NC2C=CC=NC1=2)=[N+](C)C)C.F[P-](F)(F)(F)(F)F, predict the reaction product. The product is: [OH:52][C@@H:53]([CH2:57][OH:58])[C:54]([N:4]1[CH2:5][CH2:6][C@H:7]([O:8][C:9]2[CH:16]=[CH:15][C:14]([C:17]3[N:22]=[C:21]([NH:23][C:24]4[CH:29]=[CH:28][C:27]([N:30]5[CH2:35][CH2:34][N:33]([CH:36]6[CH2:39][O:38][CH2:37]6)[CH2:32][CH2:31]5)=[C:26]([O:40][CH3:41])[CH:25]=4)[N:20]=[CH:19][N:18]=3)=[CH:13][C:10]=2[C:11]#[N:12])[C:2]([F:1])([F:42])[CH2:3]1)=[O:55].